From a dataset of Reaction yield outcomes from USPTO patents with 853,638 reactions. Predict the reaction yield, written as a fraction of the theoretical maximum amount of product (1.0 means a 100% yield; for example, 0.34 means a 34% yield). (1) The catalyst is CN(C1C=CN=CC=1)C.C(Cl)Cl. The reactants are CC(C)N=C=NC(C)C.[CH2:10]([N:13]([C:20]([O:22][C:23]([CH3:26])([CH3:25])[CH3:24])=[O:21])[CH2:14][CH2:15][CH2:16][C:17]([OH:19])=O)[CH:11]=[CH2:12].[CH:27]1[C:40]2[C:31](=[CH:32][C:33]3[C:38]([C:39]=2[CH2:41][CH2:42][NH2:43])=[CH:37][CH:36]=[CH:35][CH:34]=3)[CH:30]=[CH:29][CH:28]=1. The yield is 0.720. The product is [CH2:10]([N:13]([CH2:14][CH2:15][CH2:16][C:17]([NH:43][CH2:42][CH2:41][C:39]1[C:40]2[C:31]([CH:32]=[C:33]3[C:38]=1[CH:37]=[CH:36][CH:35]=[CH:34]3)=[CH:30][CH:29]=[CH:28][CH:27]=2)=[O:19])[C:20](=[O:21])[O:22][C:23]([CH3:26])([CH3:25])[CH3:24])[CH:11]=[CH2:12]. (2) The reactants are [CH2:1](Br)[C:2]1[CH:7]=[CH:6][CH:5]=[CH:4][CH:3]=1.[C:9]1([N:15]2[C:23](=[O:24])[C:22]3[C@@H:21]4[C:25]([CH3:27])([CH3:26])[C@@:18]([CH3:28])([CH2:19][CH2:20]4)[C:17]=3[NH:16]2)[CH:14]=[CH:13][CH:12]=[CH:11][CH:10]=1. The catalyst is CN(C)C=O.[OH-].[Na+]. The product is [CH2:1]([N:16]1[C:17]2[C@@:18]3([CH3:28])[C:25]([CH3:27])([CH3:26])[C@H:21]([CH2:20][CH2:19]3)[C:22]=2[C:23](=[O:24])[N:15]1[C:9]1[CH:10]=[CH:11][CH:12]=[CH:13][CH:14]=1)[C:2]1[CH:7]=[CH:6][CH:5]=[CH:4][CH:3]=1. The yield is 0.0800. (3) The product is [F:14][C:15]1[CH:29]=[CH:28][C:18]2[C:19]([CH:22]3[CH2:23][CH2:24][N:25]([CH2:3][CH2:4][NH:5][C:6]4[CH:11]=[N:10][N:9]([CH3:12])[C:8](=[O:13])[CH:7]=4)[CH2:26][CH2:27]3)=[N:20][O:21][C:17]=2[CH:16]=1. The catalyst is C(#N)C. The yield is 0.559. The reactants are Cl.Cl[CH2:3][CH2:4][NH:5][C:6]1[CH:11]=[N:10][N:9]([CH3:12])[C:8](=[O:13])[CH:7]=1.[F:14][C:15]1[CH:29]=[CH:28][C:18]2[C:19]([CH:22]3[CH2:27][CH2:26][NH:25][CH2:24][CH2:23]3)=[N:20][O:21][C:17]=2[CH:16]=1.C(=O)([O-])[O-].[K+].[K+].[I-].[K+]. (4) The reactants are [F:1][C:2]1[CH:3]=[C:4]2[C:8](=[CH:9][CH:10]=1)[NH:7][C:6](=[O:11])[CH2:5]2.[Li+].C[Si]([N-][Si](C)(C)C)(C)C.C1COCC1.[CH3:27][N:28]([CH2:30][C:31]1[CH:32]=[C:33]2[C:37](=[CH:38][CH:39]=1)[C:36](=O)[O:35][CH:34]2[CH3:41])[CH3:29]. The catalyst is C1COCC1. The product is [CH3:29][N:28]([CH2:30][C:31]1[CH:32]=[C:33]2[C:37](=[CH:38][CH:39]=1)[C:36](=[C:5]1[C:4]3[C:8](=[CH:9][CH:10]=[C:2]([F:1])[CH:3]=3)[NH:7][C:6]1=[O:11])[O:35][CH:34]2[CH3:41])[CH3:27]. The yield is 0.610. (5) The product is [CH3:36][N:29]1[C:30]2[C:35](=[CH:34][CH:33]=[CH:32][CH:31]=2)[C:27]([CH:4]([CH2:5][C:6]2[CH:7]=[CH:8][C:9]([O:12][CH2:13][CH2:14][C:15]3[N:16]=[C:17]([C:21]4[CH:22]=[CH:23][CH:24]=[CH:25][CH:26]=4)[O:18][C:19]=3[CH3:20])=[CH:10][CH:11]=2)[C:3]([OH:37])=[O:2])=[CH:28]1. The reactants are C[O:2][C:3](=[O:37])[CH:4]([C:27]1[C:35]2[C:30](=[CH:31][CH:32]=[CH:33][CH:34]=2)[N:29]([CH3:36])[CH:28]=1)[CH2:5][C:6]1[CH:11]=[CH:10][C:9]([O:12][CH2:13][CH2:14][C:15]2[N:16]=[C:17]([C:21]3[CH:26]=[CH:25][CH:24]=[CH:23][CH:22]=3)[O:18][C:19]=2[CH3:20])=[CH:8][CH:7]=1. The catalyst is COCCO.O. The yield is 1.00. (6) The reactants are [F:1][C:2]1[CH:7]=[CH:6][C:5]([C:8]2[C:17]3[C:12](=[N:13][C:14]([C:18]([F:21])([F:20])[F:19])=[CH:15][CH:16]=3)[N:11]=[CH:10][CH:9]=2)=[CH:4][C:3]=1OS(C(F)(F)F)(=O)=O.[CH3:30][O:31][C:32]1[CH:37]=[CH:36][CH:35]=[CH:34][C:33]=1B(O)O. No catalyst specified. The product is [F:1][C:2]1[C:3]([C:33]2[CH:34]=[CH:35][CH:36]=[CH:37][C:32]=2[O:31][CH3:30])=[CH:4][C:5]([C:8]2[CH:9]=[CH:10][N:11]=[C:12]3[C:17]=2[CH:16]=[CH:15][C:14]([C:18]([F:20])([F:21])[F:19])=[N:13]3)=[CH:6][CH:7]=1. The yield is 0.530.